Dataset: Forward reaction prediction with 1.9M reactions from USPTO patents (1976-2016). Task: Predict the product of the given reaction. (1) Given the reactants C(OC(=O)[NH:7][CH2:8][CH:9]1[CH2:14][CH2:13][CH:12]([CH2:15][NH:16][C:17]([NH2:19])=[O:18])[CH2:11][CH2:10]1)(C)(C)C, predict the reaction product. The product is: [NH2:7][CH2:8][CH:9]1[CH2:10][CH2:11][CH:12]([CH2:15][NH:16][C:17]([NH2:19])=[O:18])[CH2:13][CH2:14]1. (2) Given the reactants F[C:2]1[CH:7]=[C:6]([C:8]2[C:16]3[C:11](=[CH:12][CH:13]=[C:14]([N+:17]([O-:19])=[O:18])[CH:15]=3)[N:10]([C:20]([C:33]3[CH:38]=[CH:37][CH:36]=[CH:35][CH:34]=3)([C:27]3[CH:32]=[CH:31][CH:30]=[CH:29][CH:28]=3)[C:21]3[CH:26]=[CH:25][CH:24]=[CH:23][CH:22]=3)[N:9]=2)[CH:5]=[CH:4][N:3]=1.[CH2:39]([NH2:41])[CH3:40], predict the reaction product. The product is: [CH2:39]([NH:41][C:2]1[CH:7]=[C:6]([C:8]2[C:16]3[C:11](=[CH:12][CH:13]=[C:14]([N+:17]([O-:19])=[O:18])[CH:15]=3)[N:10]([C:20]([C:21]3[CH:22]=[CH:23][CH:24]=[CH:25][CH:26]=3)([C:33]3[CH:34]=[CH:35][CH:36]=[CH:37][CH:38]=3)[C:27]3[CH:28]=[CH:29][CH:30]=[CH:31][CH:32]=3)[N:9]=2)[CH:5]=[CH:4][N:3]=1)[CH3:40]. (3) Given the reactants I[C:2]1[C:10]2[C:5](=[N:6][CH:7]=[N:8][C:9]=2[NH2:11])[N:4]([CH:12]([C:14]2[CH:15]=[C:16]3[N:21]([C:22]=2[C:23]2[CH:28]=[CH:27][CH:26]=[CH:25][N:24]=2)[CH:20]=[CH:19][CH:18]=[CH:17]3)[CH3:13])[N:3]=1.[F:29][C:30]1[CH:31]=[C:32]([CH:34]=[C:35](B2OC(C)(C)C(C)(C)O2)[CH:36]=1)[NH2:33].CCO.C([O-])([O-])=O.[Na+].[Na+], predict the reaction product. The product is: [NH2:33][C:32]1[CH:34]=[C:35]([C:2]2[C:10]3[C:5](=[N:6][CH:7]=[N:8][C:9]=3[NH2:11])[N:4]([CH:12]([C:14]3[CH:15]=[C:16]4[N:21]([C:22]=3[C:23]3[CH:28]=[CH:27][CH:26]=[CH:25][N:24]=3)[CH:20]=[CH:19][CH:18]=[CH:17]4)[CH3:13])[N:3]=2)[CH:36]=[C:30]([F:29])[CH:31]=1. (4) Given the reactants Br[C:2]1[CH:7]=[N:6][CH:5]=[C:4]2[N:8]([CH3:11])[N:9]=[CH:10][C:3]=12.[F:12][C:13]1[CH:18]=[CH:17][C:16]([NH2:19])=[CH:15][C:14]=1[C:20]#[C:21][Si](C)(C)C.[F-].C([N+](CCCC)(CCCC)CCCC)CCC, predict the reaction product. The product is: [F:12][C:13]1[CH:18]=[CH:17][C:16]([NH2:19])=[CH:15][C:14]=1[C:20]#[C:21][C:2]1[CH:7]=[N:6][CH:5]=[C:4]2[N:8]([CH3:11])[N:9]=[CH:10][C:3]=12. (5) Given the reactants [F:1][C:2]1[CH:3]=[C:4]([CH:8]=[CH:9][C:10]=1[C:11]1[S:12][C:13]2[C:18]([N:19]=1)=[CH:17][CH:16]=[C:15]([C:20]1([C:23]3[CH:28]=[CH:27][CH:26]=[CH:25][CH:24]=3)[CH2:22][CH2:21]1)[N:14]=2)[C:5](O)=[O:6].[NH:29]1[CH2:34][CH2:33][CH2:32][C@@H:31]([C:35]([OH:37])=[O:36])[CH2:30]1, predict the reaction product. The product is: [F:1][C:2]1[CH:3]=[C:4]([C:5]([N:29]2[CH2:34][CH2:33][CH2:32][C@@H:31]([C:35]([OH:37])=[O:36])[CH2:30]2)=[O:6])[CH:8]=[CH:9][C:10]=1[C:11]1[S:12][C:13]2[C:18]([N:19]=1)=[CH:17][CH:16]=[C:15]([C:20]1([C:23]3[CH:24]=[CH:25][CH:26]=[CH:27][CH:28]=3)[CH2:21][CH2:22]1)[N:14]=2. (6) Given the reactants [Cl:1][C:2]1[CH:39]=[CH:38][C:5]2[NH:6][C:7]([C@@H:9]([NH:11][C:12](=[O:37])[C:13]3[CH:18]=[CH:17][C:16]([C:19]([N:21]4[CH2:25][CH2:24][CH2:23][C@H:22]4[CH2:26][CH2:27][NH:28]C(OC(C)(C)C)=O)=[O:20])=[C:15]([Cl:36])[CH:14]=3)[CH3:10])=[N:8][C:4]=2[CH:3]=1.FC(F)(F)C(O)=O.ClCCl.CO.N.ClCl, predict the reaction product. The product is: [Cl:1][C:2]1[CH:39]=[CH:38][C:5]2[NH:6][C:7]([C@@H:9]([NH:11][C:12](=[O:37])[C:13]3[CH:18]=[CH:17][C:16]([C:19]([N:21]4[CH2:25][CH2:24][CH2:23][C@H:22]4[CH2:26][CH2:27][NH2:28])=[O:20])=[C:15]([Cl:36])[CH:14]=3)[CH3:10])=[N:8][C:4]=2[CH:3]=1. (7) Given the reactants [NH:1]1[CH2:4][CH2:3][CH2:2]1.[Cl:5][C:6]1[CH:11]=[CH:10][C:9]([C:12]2[S:13][CH:14]=[C:15]([CH2:17][S:18][C:19]3[C:24]([C:25]#[N:26])=[C:23]([C:27]4[CH:32]=[CH:31][C:30]([O:33][CH2:34][CH2:35][OH:36])=[CH:29][CH:28]=4)[C:22]([C:37]#[N:38])=[CH:21][N:20]=3)[N:16]=2)=[CH:8][CH:7]=1.[C:39]([O:43][C:44]([NH:46][C@H:47]([C:59](O)=[O:60])[CH2:48][CH2:49][CH2:50][NH:51][C:52]([O:54][C:55]([CH3:58])([CH3:57])[CH3:56])=[O:53])=[O:45])([CH3:42])([CH3:41])[CH3:40].Cl.CN(C)CCCN=C=NCC, predict the reaction product. The product is: [C:39]([O:43][C:44]([NH:46][C@H:47]([C:59]([O:36][CH2:35][CH2:34][O:33][C:30]1[CH:31]=[CH:32][C:27]([C:23]2[C:24]([C:25]#[N:26])=[C:19]([S:18][CH2:17][C:15]3[N:16]=[C:12]([C:9]4[CH:8]=[CH:7][C:6]([Cl:5])=[CH:11][CH:10]=4)[S:13][CH:14]=3)[N:20]=[C:21]([N:1]3[CH2:4][CH2:3][CH2:2]3)[C:22]=2[C:37]#[N:38])=[CH:28][CH:29]=1)=[O:60])[CH2:48][CH2:49][CH2:50][NH:51][C:52]([O:54][C:55]([CH3:58])([CH3:57])[CH3:56])=[O:53])=[O:45])([CH3:41])([CH3:40])[CH3:42].